From a dataset of Full USPTO retrosynthesis dataset with 1.9M reactions from patents (1976-2016). Predict the reactants needed to synthesize the given product. (1) Given the product [Br:1][C:2]1[N:6]2[CH:7]=[C:8]([C:11]([N:13]([C:14]3[CH:19]=[CH:18][C:17]([F:20])=[C:16]([F:21])[CH:15]=3)[CH3:25])=[O:12])[N:9]=[CH:10][C:5]2=[N:4][CH:3]=1, predict the reactants needed to synthesize it. The reactants are: [Br:1][C:2]1[N:6]2[CH:7]=[C:8]([C:11]([NH:13][C:14]3[CH:19]=[CH:18][C:17]([F:20])=[C:16]([F:21])[CH:15]=3)=[O:12])[N:9]=[CH:10][C:5]2=[N:4][CH:3]=1.[H-].[Na+].I[CH3:25]. (2) Given the product [C:1](/[C:3](=[C:7](/[N:9]1[CH2:15][CH2:14][CH2:13][N:12]([C:16]2[CH:17]=[CH:18][C:19]([O:22][CH3:23])=[CH:20][CH:21]=2)[CH2:11][CH2:10]1)\[CH3:8])/[C:4](=[S:6])/[N:5]=[CH:26]/[N:27]([CH3:29])[CH3:28])#[N:2], predict the reactants needed to synthesize it. The reactants are: [C:1](/[C:3](=[C:7](/[N:9]1[CH2:15][CH2:14][CH2:13][N:12]([C:16]2[CH:21]=[CH:20][C:19]([O:22][CH3:23])=[CH:18][CH:17]=2)[CH2:11][CH2:10]1)\[CH3:8])/[C:4](=[S:6])[NH2:5])#[N:2].CO[CH:26](OC)[N:27]([CH3:29])[CH3:28]. (3) Given the product [NH2:1][C:2]1[CH:7]=[CH:6][C:5]([Cl:8])=[CH:4][C:3]=1[CH:9]([C:11]1[CH:16]=[CH:15][CH:14]=[C:13]([O:17][CH3:18])[CH:12]=1)[OH:10], predict the reactants needed to synthesize it. The reactants are: [NH2:1][C:2]1[CH:7]=[CH:6][C:5]([Cl:8])=[CH:4][C:3]=1[C:9]([C:11]1[CH:16]=[CH:15][CH:14]=[C:13]([O:17][CH3:18])[CH:12]=1)=[O:10].[BH4-].[Na+]. (4) Given the product [C:20]([Si:17]([CH3:19])([CH3:18])[O:11][CH:9]1[CH2:8][CH:7]([N:5]2[CH:6]=[C:2]([I:1])[CH:3]=[N:4]2)[CH2:10]1)([CH3:23])([CH3:22])[CH3:21], predict the reactants needed to synthesize it. The reactants are: [I:1][C:2]1[CH:3]=[N:4][N:5]([CH:7]2[CH2:10][CH:9]([OH:11])[CH2:8]2)[CH:6]=1.N1C=CN=C1.[Si:17](Cl)([C:20]([CH3:23])([CH3:22])[CH3:21])([CH3:19])[CH3:18].